Dataset: Catalyst prediction with 721,799 reactions and 888 catalyst types from USPTO. Task: Predict which catalyst facilitates the given reaction. (1) Reactant: [OH:1][C:2]1[C:27]([O:28][CH3:29])=[CH:26][C:5]2[C:6]3[N:11]([CH:12]([C:14]([CH3:19])([CH3:18])[CH2:15][O:16][CH3:17])[CH2:13][C:4]=2[CH:3]=1)[CH:10]=[C:9]([C:20]([O:22][CH2:23][CH3:24])=[O:21])[C:8](=[O:25])[CH:7]=3.C(=O)([O-])[O-].[K+].[K+].CC1C=CC(S(O[CH2:47][CH2:48][CH2:49][CH2:50][CH2:51][CH2:52][NH:53][C:54]([O:56][C:57]([CH3:60])([CH3:59])[CH3:58])=[O:55])(=O)=O)=CC=1.O. Product: [C:57]([O:56][C:54]([NH:53][CH2:52][CH2:51][CH2:50][CH2:49][CH2:48][CH2:47][O:1][C:2]1[C:27]([O:28][CH3:29])=[CH:26][C:5]2[C:6]3[N:11]([CH:12]([C:14]([CH3:18])([CH3:19])[CH2:15][O:16][CH3:17])[CH2:13][C:4]=2[CH:3]=1)[CH:10]=[C:9]([C:20]([O:22][CH2:23][CH3:24])=[O:21])[C:8](=[O:25])[CH:7]=3)=[O:55])([CH3:60])([CH3:59])[CH3:58]. The catalyst class is: 3. (2) Reactant: [CH3:1][S:2]([OH:5])(=[O:4])=[O:3].[Si]([O:13][CH2:14][CH2:15][N:16]([C:41]#[N:42])[C:17]1[CH:22]=[CH:21][C:20]([NH:23][C:24]([C:26]2[NH:30][CH:29]=[N:28][C:27]=2[C:31]([NH:33][C:34]2[CH:39]=[CH:38][C:37]([Cl:40])=[CH:36][N:35]=2)=[O:32])=[O:25])=[CH:19][CH:18]=1)(C(C)(C)C)(C)C. Product: [CH3:1][S:2]([OH:5])(=[O:4])=[O:3].[Cl:40][C:37]1[CH:38]=[CH:39][C:34]([NH:33][C:31]([C:27]2[N:28]=[CH:29][NH:30][C:26]=2[C:24]([NH:23][C:20]2[CH:21]=[CH:22][C:17]([N:16]3[CH2:15][CH2:14][O:13][C:41]3=[NH:42])=[CH:18][CH:19]=2)=[O:25])=[O:32])=[N:35][CH:36]=1. The catalyst class is: 10. (3) Reactant: [Cl:1][C:2]1[C:3]2[CH:10]=[CH:9][NH:8][C:4]=2[N:5]=[CH:6][N:7]=1.C1C(=O)N([I:18])C(=O)C1. Product: [Cl:1][C:2]1[C:3]2[C:10]([I:18])=[CH:9][NH:8][C:4]=2[N:5]=[CH:6][N:7]=1. The catalyst class is: 2. (4) Reactant: ClC(Cl)(Cl)[C:3]1[O:7][N:6]=[C:5]([C:8]2[CH:13]=[CH:12][N:11]=[C:10]([N:14]3[CH2:19][CH2:18][N:17]([C:20]([O:22][CH2:23][C:24]([CH3:27])([CH3:26])[CH3:25])=[O:21])[CH2:16][CH2:15]3)[CH:9]=2)[N:4]=1.[CH3:30][NH:31][CH3:32]. Product: [CH3:30][N:31]([CH3:32])[C:3]1[O:7][N:6]=[C:5]([C:8]2[CH:13]=[CH:12][N:11]=[C:10]([N:14]3[CH2:15][CH2:16][N:17]([C:20]([O:22][CH2:23][C:24]([CH3:26])([CH3:27])[CH3:25])=[O:21])[CH2:18][CH2:19]3)[CH:9]=2)[N:4]=1. The catalyst class is: 8. (5) Reactant: [NH2:1][C:2]1[CH:3]=[C:4]([C:8]2[C:16]3[C:11](=[CH:12][CH:13]=[CH:14][CH:15]=3)[N:10]([CH2:17][C:18]3[CH:23]=[CH:22][CH:21]=[C:20]([O:24][CH3:25])[CH:19]=3)[C:9]=2[C:26]([O:28][CH2:29][CH3:30])=[O:27])[CH:5]=[CH:6][CH:7]=1.[N:31]1[CH:36]=[CH:35][CH:34]=C[CH:32]=1.C(Cl)(Cl)=[O:38].C1(N)CC1.Cl. Product: [CH:36]1([NH:31][C:32]([NH:1][C:2]2[CH:3]=[C:4]([C:8]3[C:16]4[C:11](=[CH:12][CH:13]=[CH:14][CH:15]=4)[N:10]([CH2:17][C:18]4[CH:23]=[CH:22][CH:21]=[C:20]([O:24][CH3:25])[CH:19]=4)[C:9]=3[C:26]([O:28][CH2:29][CH3:30])=[O:27])[CH:5]=[CH:6][CH:7]=2)=[O:38])[CH2:34][CH2:35]1. The catalyst class is: 4. (6) Reactant: [CH3:1][C:2]1([CH3:38])[C:10]2[C:5](=[CH:6][C:7](B3OC(C)(C)C(C)(C)O3)=[CH:8][CH:9]=2)[N:4]([C:20]2[C:29]3[C:24](=[CH:25][C:26]([F:30])=[CH:27][CH:28]=3)[N:23]=[C:22]([C:31]3[CH:36]=[CH:35][CH:34]=[CH:33][N:32]=3)[C:21]=2[CH3:37])[CH2:3]1.Cl[C:40]1[CH:45]=[C:44]([CH3:46])[N:43]=[C:42]([NH2:47])[N:41]=1.C(=O)([O-])[O-].[Na+].[Na+]. Product: [F:30][C:26]1[CH:25]=[C:24]2[C:29]([C:20]([N:4]3[C:5]4[C:10](=[CH:9][CH:8]=[C:7]([C:40]5[CH:45]=[C:44]([CH3:46])[N:43]=[C:42]([NH2:47])[N:41]=5)[CH:6]=4)[C:2]([CH3:38])([CH3:1])[CH2:3]3)=[C:21]([CH3:37])[C:22]([C:31]3[CH:36]=[CH:35][CH:34]=[CH:33][N:32]=3)=[N:23]2)=[CH:28][CH:27]=1. The catalyst class is: 551.